Predict which catalyst facilitates the given reaction. From a dataset of Catalyst prediction with 721,799 reactions and 888 catalyst types from USPTO. Reactant: [Br:1]Br.[OH:3][C:4]1[CH:5]=[C:6]2[C:11](=[CH:12][CH:13]=1)[CH:10]=[C:9]([CH2:14][NH:15][C:16]([C:18]1[C:22]3[CH:23]=[CH:24][CH:25]=[CH:26][C:21]=3[O:20][C:19]=1[CH3:27])=[O:17])[CH:8]=[CH:7]2. Product: [Br:1][C:5]1[C:4]([OH:3])=[CH:13][CH:12]=[C:11]2[C:6]=1[CH:7]=[CH:8][C:9]([CH2:14][NH:15][C:16]([C:18]1[C:22]3[CH:23]=[CH:24][CH:25]=[CH:26][C:21]=3[O:20][C:19]=1[CH3:27])=[O:17])=[CH:10]2. The catalyst class is: 52.